Task: Predict the reaction yield, written as a fraction of the theoretical maximum amount of product (1.0 means a 100% yield; for example, 0.34 means a 34% yield).. Dataset: Reaction yield outcomes from USPTO patents with 853,638 reactions The reactants are C[O:2][C:3]1[CH:8]=[CH:7][C:6]([P:9](=[O:28])([C:20]2[CH:25]=[CH:24][C:23]([O:26]C)=[CH:22][CH:21]=2)[C:10]2[C:19]3[C:14](=[CH:15][CH:16]=[CH:17][CH:18]=3)[CH:13]=[CH:12][CH:11]=2)=[CH:5][CH:4]=1.Br.[Br-].[K+].S([O-])([O-])=O.[Na+].[Na+].CBr. No catalyst specified. The yield is 0.820. The product is [OH:2][C:3]1[CH:8]=[CH:7][C:6]([P:9](=[O:28])([C:20]2[CH:21]=[CH:22][C:23]([OH:26])=[CH:24][CH:25]=2)[C:10]2[C:19]3[C:14](=[CH:15][CH:16]=[CH:17][CH:18]=3)[CH:13]=[CH:12][CH:11]=2)=[CH:5][CH:4]=1.